This data is from NCI-60 drug combinations with 297,098 pairs across 59 cell lines. The task is: Regression. Given two drug SMILES strings and cell line genomic features, predict the synergy score measuring deviation from expected non-interaction effect. (1) Drug 1: CCN(CC)CCNC(=O)C1=C(NC(=C1C)C=C2C3=C(C=CC(=C3)F)NC2=O)C. Drug 2: CNC(=O)C1=NC=CC(=C1)OC2=CC=C(C=C2)NC(=O)NC3=CC(=C(C=C3)Cl)C(F)(F)F. Cell line: T-47D. Synergy scores: CSS=57.2, Synergy_ZIP=22.2, Synergy_Bliss=23.3, Synergy_Loewe=13.7, Synergy_HSA=21.3. (2) Drug 1: C1CC(C1)(C(=O)O)C(=O)O.[NH2-].[NH2-].[Pt+2]. Drug 2: CC12CCC3C(C1CCC2O)C(CC4=C3C=CC(=C4)O)CCCCCCCCCS(=O)CCCC(C(F)(F)F)(F)F. Cell line: A549. Synergy scores: CSS=23.2, Synergy_ZIP=-5.20, Synergy_Bliss=1.40, Synergy_Loewe=1.00, Synergy_HSA=1.08. (3) Drug 2: CC1C(C(=O)NC(C(=O)N2CCCC2C(=O)N(CC(=O)N(C(C(=O)O1)C(C)C)C)C)C(C)C)NC(=O)C3=C4C(=C(C=C3)C)OC5=C(C(=O)C(=C(C5=N4)C(=O)NC6C(OC(=O)C(N(C(=O)CN(C(=O)C7CCCN7C(=O)C(NC6=O)C(C)C)C)C)C(C)C)C)N)C. Drug 1: CS(=O)(=O)C1=CC(=C(C=C1)C(=O)NC2=CC(=C(C=C2)Cl)C3=CC=CC=N3)Cl. Synergy scores: CSS=29.5, Synergy_ZIP=11.8, Synergy_Bliss=17.2, Synergy_Loewe=17.7, Synergy_HSA=17.4. Cell line: RXF 393. (4) Drug 1: CC12CCC3C(C1CCC2=O)CC(=C)C4=CC(=O)C=CC34C. Drug 2: CC=C1C(=O)NC(C(=O)OC2CC(=O)NC(C(=O)NC(CSSCCC=C2)C(=O)N1)C(C)C)C(C)C. Cell line: UO-31. Synergy scores: CSS=27.4, Synergy_ZIP=2.73, Synergy_Bliss=7.44, Synergy_Loewe=7.83, Synergy_HSA=7.61. (5) Drug 1: CC1OCC2C(O1)C(C(C(O2)OC3C4COC(=O)C4C(C5=CC6=C(C=C35)OCO6)C7=CC(=C(C(=C7)OC)O)OC)O)O. Drug 2: C1CN1P(=S)(N2CC2)N3CC3. Cell line: TK-10. Synergy scores: CSS=25.0, Synergy_ZIP=-7.22, Synergy_Bliss=-2.92, Synergy_Loewe=-8.20, Synergy_HSA=-1.29. (6) Drug 1: CC1CCC2CC(C(=CC=CC=CC(CC(C(=O)C(C(C(=CC(C(=O)CC(OC(=O)C3CCCCN3C(=O)C(=O)C1(O2)O)C(C)CC4CCC(C(C4)OC)OCCO)C)C)O)OC)C)C)C)OC. Drug 2: C(CC(=O)O)C(=O)CN.Cl. Cell line: M14. Synergy scores: CSS=3.67, Synergy_ZIP=-2.29, Synergy_Bliss=2.61, Synergy_Loewe=-13.7, Synergy_HSA=-2.47. (7) Cell line: SK-MEL-2. Drug 1: CC12CCC3C(C1CCC2=O)CC(=C)C4=CC(=O)C=CC34C. Synergy scores: CSS=42.5, Synergy_ZIP=2.58, Synergy_Bliss=0.454, Synergy_Loewe=-7.18, Synergy_HSA=-2.50. Drug 2: CC1C(C(CC(O1)OC2CC(CC3=C2C(=C4C(=C3O)C(=O)C5=CC=CC=C5C4=O)O)(C(=O)C)O)N)O. (8) Drug 1: C1CC(C1)(C(=O)O)C(=O)O.[NH2-].[NH2-].[Pt+2]. Drug 2: CC1=C(C(=CC=C1)Cl)NC(=O)C2=CN=C(S2)NC3=CC(=NC(=N3)C)N4CCN(CC4)CCO. Cell line: OVCAR-5. Synergy scores: CSS=4.67, Synergy_ZIP=-3.14, Synergy_Bliss=-3.04, Synergy_Loewe=-3.86, Synergy_HSA=-3.05.